This data is from Forward reaction prediction with 1.9M reactions from USPTO patents (1976-2016). The task is: Predict the product of the given reaction. (1) Given the reactants C[O-].[Na+].O1CCCC1.[CH:9]1([N:12]2[C:17](=[O:18])[C:16]3[C:19]([NH:26][C:27]4[CH:28]=[C:29]([NH:33][S:34]([CH3:37])(=[O:36])=[O:35])[CH:30]=[CH:31][CH:32]=4)=[C:20]([CH3:25])[C:21](=[O:24])[N:22]([CH3:23])[C:15]=3[N:14]([C:38]3[CH:43]=[CH:42][C:41]([I:44])=[CH:40][C:39]=3[F:45])[C:13]2=[O:46])[CH2:11][CH2:10]1.C(O)(=O)C, predict the reaction product. The product is: [CH:9]1([N:12]2[C:17](=[O:18])[C:16]3=[C:15]([NH:14][C:38]4[CH:43]=[CH:42][C:41]([I:44])=[CH:40][C:39]=4[F:45])[N:22]([CH3:23])[C:21](=[O:24])[C:20]([CH3:25])=[C:19]3[N:26]([C:27]3[CH:28]=[C:29]([NH:33][S:34]([CH3:37])(=[O:36])=[O:35])[CH:30]=[CH:31][CH:32]=3)[C:13]2=[O:46])[CH2:10][CH2:11]1. (2) Given the reactants [F:1][C:2]1[CH:11]=[CH:10][C:5]([C:6]([NH2:9])=[N:7][OH:8])=[CH:4][CH:3]=1.[N:12]1[CH:17]=[CH:16][CH:15]=[CH:14][C:13]=1[C:18]#[C:19][CH2:20][CH2:21][C:22](O)=O.C1C=CC2N(O)N=NC=2C=1.CCN=C=NCCCN(C)C.Cl, predict the reaction product. The product is: [F:1][C:2]1[CH:11]=[CH:10][C:5]([C:6]2[N:9]=[C:22]([CH2:21][CH2:20][C:19]#[C:18][C:13]3[CH:14]=[CH:15][CH:16]=[CH:17][N:12]=3)[O:8][N:7]=2)=[CH:4][CH:3]=1.